Dataset: Experimentally validated miRNA-target interactions with 360,000+ pairs, plus equal number of negative samples. Task: Binary Classification. Given a miRNA mature sequence and a target amino acid sequence, predict their likelihood of interaction. (1) The miRNA is hsa-miR-6499-3p with sequence AGCAGUGUUUGUUUUGCCCACA. Result: 0 (no interaction). The protein sequence of the target gene is MWSRRQGRLRPTVCGVEELRRRRREREAALRKARREQQLVSKRLLRNDAPEEAGEGCVAAILGETEVQQFLRQAQRGTEEKEREGALVSLRRGLQHPETQQTFIRLEGSMRTLVGLLTSNQALLQLEAARCLHELSHSEQSTVAEACLPATSYLLTYLSSHSSDFIELCLYTLGNLIVESEAVRRQLLPQGIVPALAACIQSPHVAVLEALGYALSQLLQAEEAPEKIIPSILASTLPQHMLQMLQPGPKLNPGVAVEFAWCLHYIICSQVSNPLLIGHGALSTLGLLLLDLAGAVQKTE.... (2) The miRNA is cel-miR-235-3p with sequence UAUUGCACUCUCCCCGGCCUGA. The protein sequence of the target gene is MGFLLLWFCVLFLLVSRLRAVSFPEDDEPLNTVDYHYSRQYPVFRGRPSGNESQHRLDFQLMLKIRDTLYIAGRDQVYTVNLNEIPQTEVIPSKKLTWRSRQQDRENCAMKGKHKDECHNFIKVFVPRNDEMVFVCGTNAFNPMCRYYRLRTLEYDGEEISGLARCPFDARQTNVALFADGKLYSATVADFLASDAVIYRSMGDGSALRTIKYDSKWIKEPHFLHAIEYGNYVYFFFREIAVEHNNLGKAVYSRVARICKNDMGGSQRVLEKHWTSFLKARLNCSVPGDSFFYFDVLQSI.... Result: 0 (no interaction).